This data is from Reaction yield outcomes from USPTO patents with 853,638 reactions. The task is: Predict the reaction yield, written as a fraction of the theoretical maximum amount of product (1.0 means a 100% yield; for example, 0.34 means a 34% yield). (1) The reactants are [CH2:1]([OH:6])[CH2:2][CH2:3][CH2:4][OH:5].C(N(C(C)C)CC)(C)C.[C:16]([Si:20](Cl)([C:27]1[CH:32]=[CH:31][CH:30]=[CH:29][CH:28]=1)[C:21]1[CH:26]=[CH:25][CH:24]=[CH:23][CH:22]=1)([CH3:19])([CH3:18])[CH3:17].N#N. The catalyst is ClCCl. The product is [C:16]([Si:20]([C:27]1[CH:32]=[CH:31][CH:30]=[CH:29][CH:28]=1)([C:21]1[CH:22]=[CH:23][CH:24]=[CH:25][CH:26]=1)[O:5][CH2:4][CH2:3][CH2:2][CH2:1][OH:6])([CH3:19])([CH3:17])[CH3:18]. The yield is 0.850. (2) The reactants are C(OC(=O)[NH:7][CH2:8][CH2:9][N:10]1[C:18]2[C:13](=[CH:14][C:15]([CH2:23][O:24][Si:25]([C:38]([CH3:41])([CH3:40])[CH3:39])([C:32]3[CH:37]=[CH:36][CH:35]=[CH:34][CH:33]=3)[C:26]3[CH:31]=[CH:30][CH:29]=[CH:28][CH:27]=3)=[C:16]([S:19]([CH3:22])(=[O:21])=[O:20])[CH:17]=2)[CH:12]=[C:11]1[C:42](=O)[CH:43]([CH3:45])[CH3:44])(C)(C)C.FC(F)(F)C(O)=O. The catalyst is C(Cl)Cl. The product is [Si:25]([O:24][CH2:23][C:15]1[C:16]([S:19]([CH3:22])(=[O:20])=[O:21])=[CH:17][C:18]2[N:10]3[CH2:9][CH2:8][N:7]=[C:42]([CH:43]([CH3:45])[CH3:44])[C:11]3=[CH:12][C:13]=2[CH:14]=1)([C:38]([CH3:41])([CH3:39])[CH3:40])([C:32]1[CH:37]=[CH:36][CH:35]=[CH:34][CH:33]=1)[C:26]1[CH:31]=[CH:30][CH:29]=[CH:28][CH:27]=1. The yield is 0.650. (3) The reactants are [ClH:1].[C:2]([O:10][C@H:11]1[CH2:15][CH2:14][N:13](CC2C=CC=CC=2)[CH2:12]1)(=[O:9])[C:3]1[CH:8]=[CH:7][CH:6]=[CH:5][CH:4]=1. The catalyst is CC(O)C.[Pd]. The product is [ClH:1].[C:2]([O:10][C@H:11]1[CH2:15][CH2:14][NH:13][CH2:12]1)(=[O:9])[C:3]1[CH:4]=[CH:5][CH:6]=[CH:7][CH:8]=1. The yield is 0.866. (4) The reactants are [CH2:1]([C:3]([C:22]1[CH:27]=[CH:26][C:25]([O:28][C:29](=[O:34])[C:30]([CH3:33])([CH3:32])[CH3:31])=[C:24]([CH3:35])[CH:23]=1)([C:6]1[CH:11]=[CH:10][C:9](/[C:12](/[CH3:20])=[CH:13]/[C:14]([CH2:18][CH3:19])([OH:17])[CH2:15][CH3:16])=[C:8]([CH3:21])[CH:7]=1)[CH2:4][CH3:5])[CH3:2]. The catalyst is CCO.[OH-].[OH-].[Pd+2]. The product is [CH2:1]([C:3]([C:22]1[CH:27]=[CH:26][C:25]([O:28][C:29](=[O:34])[C:30]([CH3:33])([CH3:31])[CH3:32])=[C:24]([CH3:35])[CH:23]=1)([C:6]1[CH:11]=[CH:10][C:9]([CH:12]([CH3:20])[CH2:13][C:14]([CH2:15][CH3:16])([OH:17])[CH2:18][CH3:19])=[C:8]([CH3:21])[CH:7]=1)[CH2:4][CH3:5])[CH3:2]. The yield is 0.930. (5) The reactants are [C:1](Cl)(=[O:8])[C:2]1[CH:7]=[CH:6][CH:5]=[CH:4][CH:3]=1.[OH:10][CH2:11][CH:12]([CH2:25][OH:26])[CH2:13][CH2:14][N:15]1[CH:22]=[C:21]([CH:23]=[CH2:24])[C:19](=[O:20])[NH:18][C:16]1=[O:17]. The catalyst is N1C=CC=CC=1. The product is [C:1]([O:10][CH2:11][CH:12]([CH2:25][O:26][C:1](=[O:8])[C:2]1[CH:7]=[CH:6][CH:5]=[CH:4][CH:3]=1)[CH2:13][CH2:14][N:15]1[CH:22]=[C:21]([CH:23]=[CH2:24])[C:19](=[O:20])[NH:18][C:16]1=[O:17])(=[O:8])[C:2]1[CH:7]=[CH:6][CH:5]=[CH:4][CH:3]=1. The yield is 0.654. (6) The reactants are I[C:2]1[CH:7]=[CH:6][C:5]([CH:8]([CH3:14])[C:9]([O:11][CH2:12][CH3:13])=[O:10])=[CH:4][C:3]=1[CH3:15].[CH3:16][N:17](C)C=O. The catalyst is [C-]#N.[Zn+2].[C-]#N.[Pd].C1(P(C2C=CC=CC=2)C2C=CC=CC=2)C=CC=CC=1.C1(P(C2C=CC=CC=2)C2C=CC=CC=2)C=CC=CC=1.C1(P(C2C=CC=CC=2)C2C=CC=CC=2)C=CC=CC=1.C1(P(C2C=CC=CC=2)C2C=CC=CC=2)C=CC=CC=1. The product is [C:16]([C:2]1[CH:7]=[CH:6][C:5]([CH:8]([CH3:14])[C:9]([O:11][CH2:12][CH3:13])=[O:10])=[CH:4][C:3]=1[CH3:15])#[N:17]. The yield is 0.900.